From a dataset of Reaction yield outcomes from USPTO patents with 853,638 reactions. Predict the reaction yield, written as a fraction of the theoretical maximum amount of product (1.0 means a 100% yield; for example, 0.34 means a 34% yield). (1) The reactants are [C:1]([CH2:3][C:4]1[CH:5]=[C:6]([CH:11]=[CH:12][CH:13]=1)[C:7]([O:9][CH3:10])=[O:8])#[N:2].[H-].[Na+].Br[CH2:17][CH2:18]Br. The catalyst is CS(C)=O. The product is [C:1]([C:3]1([C:4]2[CH:5]=[C:6]([CH:11]=[CH:12][CH:13]=2)[C:7]([O:9][CH3:10])=[O:8])[CH2:18][CH2:17]1)#[N:2]. The yield is 0.760. (2) The reactants are [CH3:1][O:2][C:3]([CH:5]1[CH2:9][CH:8]([CH2:10][CH:11]=[CH:12][C:13](=[O:15])[CH3:14])[CH2:7][N:6]1[C:16]([O:18][C:19]([CH3:22])([CH3:21])[CH3:20])=[O:17])=[O:4].CCCCCC. The catalyst is C1C=CC=CC=1.C1C=CC(P(C2C=CC=CC=2)C2C=CC=CC=2)=CC=1.C1C=CC(P(C2C=CC=CC=2)C2C=CC=CC=2)=CC=1.C1C=CC(P(C2C=CC=CC=2)C2C=CC=CC=2)=CC=1.C1C=CC(P(C2C=CC=CC=2)C2C=CC=CC=2)=CC=1.C1C=CC(P(C2C=CC=CC=2)C2C=CC=CC=2)=CC=1.C1C=CC(P(C2C=CC=CC=2)C2C=CC=CC=2)=CC=1.[Cu].[Cu].[Cu].[Cu].[Cu].[Cu]. The product is [CH3:1][O:2][C:3]([CH:5]1[CH2:9][CH:8]([CH2:10][CH2:11][CH2:12][C:13](=[O:15])[CH3:14])[CH2:7][N:6]1[C:16]([O:18][C:19]([CH3:22])([CH3:21])[CH3:20])=[O:17])=[O:4]. The yield is 0.650. (3) The reactants are [CH2:1]([N:8]1[CH2:13][CH2:12][N:11]([C:14]([CH3:17])([CH3:16])[CH3:15])[CH2:10][CH2:9]1)[C:2]1[CH:7]=[CH:6][CH:5]=[CH:4][CH:3]=1.C(Cl)[Cl:19]. The catalyst is Cl. The product is [ClH:19].[ClH:19].[CH2:1]([N:8]1[CH2:9][CH2:10][N:11]([C:14]([CH3:17])([CH3:16])[CH3:15])[CH2:12][CH2:13]1)[C:2]1[CH:3]=[CH:4][CH:5]=[CH:6][CH:7]=1. The yield is 0.870. (4) The reactants are [CH3:1][O:2][C:3]1[CH:4]=[C:5]2[C:11]([C:12]([O:14][CH3:15])=[O:13])=[N:10][NH:9][C:6]2=[CH:7][N:8]=1.[I:16][C:17]1[CH:18]=[C:19](B(O)O)[CH:20]=[CH:21][CH:22]=1. No catalyst specified. The product is [I:16][C:17]1[CH:22]=[C:21]([N:9]2[C:6]3=[CH:7][N:8]=[C:3]([O:2][CH3:1])[CH:4]=[C:5]3[C:11]([C:12]([O:14][CH3:15])=[O:13])=[N:10]2)[CH:20]=[CH:19][CH:18]=1. The yield is 0.0800.